From a dataset of Full USPTO retrosynthesis dataset with 1.9M reactions from patents (1976-2016). Predict the reactants needed to synthesize the given product. (1) Given the product [CH2:1]([N:8]1[C:16]2[C:15](=[O:17])[N:14]([CH2:18][CH2:19][CH2:20][CH2:21][C@@H:22]([OH:24])[CH3:23])[C:13](=[O:36])[N:12]([CH3:37])[C:11]=2[N:10]=[CH:9]1)[C:2]1[CH:7]=[CH:6][CH:5]=[CH:4][CH:3]=1, predict the reactants needed to synthesize it. The reactants are: [CH2:1]([N:8]1[C:16]2[C:15](=[O:17])[N:14]([CH2:18][CH2:19][CH2:20][CH2:21][C@@H:22]([O:24]C(=O)C3C=CC([N+]([O-])=O)=CC=3)[CH3:23])[C:13](=[O:36])[N:12]([CH3:37])[C:11]=2[N:10]=[CH:9]1)[C:2]1[CH:7]=[CH:6][CH:5]=[CH:4][CH:3]=1.[OH-].[Na+].Cl. (2) The reactants are: [CH2:1]([O:3][CH2:4][C:5]1[N:6]([CH2:18][C:19]2([OH:32])[CH2:24][CH2:23][N:22](C(OC(C)(C)C)=O)[CH2:21][CH2:20]2)[C:7]2[C:16]3[CH:15]=[CH:14][CH:13]=[CH:12][C:11]=3[N:10]=[CH:9][C:8]=2[N:17]=1)[CH3:2].Cl. Given the product [CH2:1]([O:3][CH2:4][C:5]1[N:6]([CH2:18][C:19]2([OH:32])[CH2:24][CH2:23][NH:22][CH2:21][CH2:20]2)[C:7]2[C:16]3[CH:15]=[CH:14][CH:13]=[CH:12][C:11]=3[N:10]=[CH:9][C:8]=2[N:17]=1)[CH3:2], predict the reactants needed to synthesize it. (3) Given the product [F:1][C:2]1[CH:6]=[N:5][N:4]([CH3:7])[C:3]=1[C:8]1[CH:9]=[C:10]([NH:16][C:26]([NH:25][C:22]2[CH:23]=[CH:24][C:19]([O:18][CH3:17])=[CH:20][CH:21]=2)=[O:27])[CH:11]=[CH:12][C:13]=1[O:14][CH3:15], predict the reactants needed to synthesize it. The reactants are: [F:1][C:2]1[CH:6]=[N:5][N:4]([CH3:7])[C:3]=1[C:8]1[CH:9]=[C:10]([NH2:16])[CH:11]=[CH:12][C:13]=1[O:14][CH3:15].[CH3:17][O:18][C:19]1[CH:24]=[CH:23][C:22]([N:25]=[C:26]=[O:27])=[CH:21][CH:20]=1.